Dataset: Peptide-MHC class I binding affinity with 185,985 pairs from IEDB/IMGT. Task: Regression. Given a peptide amino acid sequence and an MHC pseudo amino acid sequence, predict their binding affinity value. This is MHC class I binding data. (1) The binding affinity (normalized) is 0.108. The peptide sequence is KRWIILGLNK. The MHC is HLA-A11:01 with pseudo-sequence HLA-A11:01. (2) The peptide sequence is SLRLSCAA. The MHC is HLA-A02:02 with pseudo-sequence HLA-A02:02. The binding affinity (normalized) is 0.0542. (3) The peptide sequence is LSRFNANYV. The MHC is H-2-Kb with pseudo-sequence H-2-Kb. The binding affinity (normalized) is 0.274.